Task: Predict the product of the given reaction.. Dataset: Forward reaction prediction with 1.9M reactions from USPTO patents (1976-2016) (1) Given the reactants [H-].[Al+3].[Li+].[H-].[H-].[H-].[Cl-].[Al+3].[Cl-].[Cl-].C([O:13][C:14]([C:16]1[O:17][C:18]2[CH:24]=[CH:23][C:22]([Br:25])=[CH:21][C:19]=2[CH:20]=1)=O)C.[NH4+], predict the reaction product. The product is: [Br:25][C:22]1[CH:23]=[CH:24][C:18]2[O:17][C:16]([CH2:14][OH:13])=[CH:20][C:19]=2[CH:21]=1. (2) Given the reactants Cl[C:2]1[N:10]=[C:9]2[C:5]([N:6]=[CH:7][N:8]2[C@@H:11]2[CH2:15][C@H:14]([NH:16][C:17](=[O:20])[CH2:18][CH3:19])[C@@H:13]([OH:21])[C@H:12]2[OH:22])=[C:4]([NH:23][CH2:24][CH:25]([C:32]2[CH:37]=[CH:36][CH:35]=[CH:34][CH:33]=2)[C:26]2[CH:31]=[CH:30][CH:29]=[CH:28][CH:27]=2)[N:3]=1.[CH3:38][O:39][C:40]([CH:42]1[CH2:47][CH2:46][CH:45]([CH2:48][C:49]#[CH:50])[CH2:44][CH2:43]1)=[O:41].C1(P(C2C=CC=CC=2)C2C=CC=CC=2)C=CC=CC=1, predict the reaction product. The product is: [CH3:38][O:39][C:40]([CH:42]1[CH2:47][CH2:46][CH:45]([CH2:48][C:49]#[C:50][C:2]2[N:10]=[C:9]3[C:5]([N:6]=[CH:7][N:8]3[C@@H:11]3[CH2:15][C@H:14]([NH:16][C:17](=[O:20])[CH2:18][CH3:19])[C@@H:13]([OH:21])[C@H:12]3[OH:22])=[C:4]([NH:23][CH2:24][CH:25]([C:32]3[CH:37]=[CH:36][CH:35]=[CH:34][CH:33]=3)[C:26]3[CH:31]=[CH:30][CH:29]=[CH:28][CH:27]=3)[N:3]=2)[CH2:44][CH2:43]1)=[O:41].